Dataset: Catalyst prediction with 721,799 reactions and 888 catalyst types from USPTO. Task: Predict which catalyst facilitates the given reaction. (1) Product: [CH2:1]([N:8]1[C@@H:16]2[C@@:11]([C:18]3[CH:23]=[CH:22][C:21]([O:24][CH3:25])=[C:20]([O:26][CH3:27])[CH:19]=3)([CH2:12][CH2:13][C@H:14]([NH2:34])[CH2:15]2)[CH2:10][CH2:9]1)[C:2]1[CH:7]=[CH:6][CH:5]=[CH:4][CH:3]=1. Reactant: [CH2:1]([N:8]1[C@@H:16]2[C@@:11]([C:18]3[CH:23]=[CH:22][C:21]([O:24][CH3:25])=[C:20]([O:26][CH3:27])[CH:19]=3)([CH2:12][CH2:13][C:14](=O)[CH2:15]2)[CH2:10][CH2:9]1)[C:2]1[CH:7]=[CH:6][CH:5]=[CH:4][CH:3]=1.C([O-])(=O)C.[NH4+].C([BH3-])#[N:34].[Na+]. The catalyst class is: 273. (2) Reactant: CN1CCOCC1.[C:8]([O:12][C:13]([NH:15][C@@H:16]([CH2:20][CH2:21][C:22]([O:24][CH3:25])=[O:23])[C:17](O)=[O:18])=[O:14])([CH3:11])([CH3:10])[CH3:9].ClC(OCC)=O.[BH4-].[Na+].OS([O-])(=O)=O.[K+]. Product: [C:8]([O:12][C:13]([NH:15][C@H:16]([CH2:17][OH:18])[CH2:20][CH2:21][C:22]([O:24][CH3:25])=[O:23])=[O:14])([CH3:10])([CH3:9])[CH3:11]. The catalyst class is: 36. (3) Reactant: [NH2:1][C:2]1[CH:12]=[CH:11][C:10](B2OC(C)(C)C(C)(C)O2)=[CH:9][C:3]=1[C:4]([N:6]([CH3:8])[CH3:7])=[O:5].[C:22]([Si:26]([CH3:43])([CH3:42])[O:27][CH:28]1[CH2:33][CH2:32][C:31](OS(C(F)(F)F)(=O)=O)=[CH:30][CH2:29]1)([CH3:25])([CH3:24])[CH3:23].ClCCl.C(=O)([O-])[O-].[K+].[K+]. Product: [NH2:1][C:2]1[CH:12]=[CH:11][C:10]([C:31]2[CH2:32][CH2:33][CH:28]([O:27][Si:26]([C:22]([CH3:25])([CH3:24])[CH3:23])([CH3:42])[CH3:43])[CH2:29][CH:30]=2)=[CH:9][C:3]=1[C:4]([N:6]([CH3:7])[CH3:8])=[O:5]. The catalyst class is: 117. (4) Reactant: C1C2CC3C(=CC=CC=3)C=2C=CC=1C(Cl)=O.CN.[CH3:19][NH:20][C:21]([C:23]1[CH:35]=[CH:34][C:33]2[C:32]3[C:27](=[CH:28][CH:29]=[CH:30][CH:31]=3)[CH2:26][C:25]=2[CH:24]=1)=O.[H-].[H-].[H-].[H-].[Li+].[Al+3]. Product: [CH3:19][NH:20][CH2:21][C:23]1[CH:35]=[CH:34][C:33]2[C:32]3[C:27](=[CH:28][CH:29]=[CH:30][CH:31]=3)[CH2:26][C:25]=2[CH:24]=1. The catalyst class is: 116. (5) Reactant: [CH2:1]([O:8][CH:9]1[CH2:14][CH2:13][C:12](=[O:15])[CH:11]([F:16])[CH2:10]1)[C:2]1[CH:7]=[CH:6][CH:5]=[CH:4][CH:3]=1.[BH4-].[Na+].Cl. Product: [CH2:1]([O:8][CH:9]1[CH2:14][CH2:13][CH:12]([OH:15])[CH:11]([F:16])[CH2:10]1)[C:2]1[CH:3]=[CH:4][CH:5]=[CH:6][CH:7]=1. The catalyst class is: 5. (6) Reactant: [Cl:1][C:2]1[C:3](=[O:26])[N:4]([CH2:10][C:11]2[CH:12]=[C:13]([CH:23]=[CH:24][CH:25]=2)[CH2:14][NH:15][C:16](=[O:22])[O:17][C:18]([CH3:21])([CH3:20])[CH3:19])[C:5]([CH3:9])=[CH:6][C:7]=1[OH:8].CN(C=O)C.Cl[CH2:33][C:34]1[CH:51]=[CH:50][CH:49]=[CH:48][C:35]=1[CH2:36][N:37]1[C:45](=[O:46])[C:44]2[C:39](=[CH:40][CH:41]=[CH:42][CH:43]=2)[C:38]1=[O:47].C(=O)([O-])[O-].[K+].[K+]. Product: [O:46]=[C:45]1[C:44]2[C:39](=[CH:40][CH:41]=[CH:42][CH:43]=2)[C:38](=[O:47])[N:37]1[CH2:36][C:35]1[CH:48]=[CH:49][CH:50]=[CH:51][C:34]=1[CH2:33][O:8][C:7]1[CH:6]=[C:5]([CH3:9])[N:4]([CH2:10][C:11]2[CH:12]=[C:13]([CH:23]=[CH:24][CH:25]=2)[CH2:14][NH:15][C:16](=[O:22])[O:17][C:18]([CH3:19])([CH3:20])[CH3:21])[C:3](=[O:26])[C:2]=1[Cl:1]. The catalyst class is: 6. (7) Product: [CH2:1]([O:3][C:4]([C:6]1[CH:7]=[CH:8][C:9]([N:12]2[CH2:28][CH:16]3[CH2:17][N:18]([C:21]([O:23][C:24]([CH3:25])([CH3:26])[CH3:27])=[O:22])[CH2:19][CH2:20][N:15]3[C:13]2=[O:14])=[CH:10][CH:11]=1)=[O:5])[CH3:2]. Reactant: [CH2:1]([O:3][C:4]([C:6]1[CH:11]=[CH:10][C:9]([NH:12][C:13]([N:15]2[CH2:20][CH2:19][N:18]([C:21]([O:23][C:24]([CH3:27])([CH3:26])[CH3:25])=[O:22])[CH2:17][CH:16]2[CH2:28]O)=[O:14])=[CH:8][CH:7]=1)=[O:5])[CH3:2].C1CCN2C(=NCCC2)CC1.CS(Cl)(=O)=O.O. The catalyst class is: 4. (8) Reactant: [NH2:1][C@@H:2]([C:6]([SH:9])([CH3:8])[CH3:7])[C:3]([OH:5])=[O:4].[CH2:10]([O:17][C:18](ON1C(=O)CCC1=O)=[O:19])[C:11]1[CH:16]=[CH:15][CH:14]=[CH:13][CH:12]=1.CCN(C(C)C)C(C)C. Product: [CH2:10]([O:17][C:18]([NH:1][C@@H:2]([C:6]([SH:9])([CH3:8])[CH3:7])[C:3]([OH:5])=[O:4])=[O:19])[C:11]1[CH:16]=[CH:15][CH:14]=[CH:13][CH:12]=1. The catalyst class is: 5. (9) Reactant: [Cl:1][C:2]1[CH:7]=[C:6]([O:8]C)[CH:5]=[CH:4][C:3]=1[C:10]1[N:14]([CH3:15])[C:13]([C:16]23[CH2:23][CH2:22][C:19]([CH2:24][CH3:25])([CH2:20][CH2:21]2)[CH2:18][CH2:17]3)=[N:12][N:11]=1.B(Br)(Br)Br. Product: [Cl:1][C:2]1[CH:7]=[C:6]([OH:8])[CH:5]=[CH:4][C:3]=1[C:10]1[N:14]([CH3:15])[C:13]([C:16]23[CH2:23][CH2:22][C:19]([CH2:24][CH3:25])([CH2:20][CH2:21]2)[CH2:18][CH2:17]3)=[N:12][N:11]=1. The catalyst class is: 2.